From a dataset of Reaction yield outcomes from USPTO patents with 853,638 reactions. Predict the reaction yield, written as a fraction of the theoretical maximum amount of product (1.0 means a 100% yield; for example, 0.34 means a 34% yield). (1) The reactants are [CH3:1][O:2][C:3]1[C:8]([C:9]2[C:22]3[C:17](=[CH:18][C:19]([O:25][CH2:26][CH3:27])=[C:20]([O:23][CH3:24])[CH:21]=3)[C@@H:16]3[C@@H:11]([CH2:12][CH2:13][C@@H:14]([OH:28])[CH2:15]3)[N:10]=2)=[CH:7][CH:6]=[C:5]([O:29][CH3:30])[N:4]=1.[CH3:31][S:32](O)(=[O:34])=[O:33]. The catalyst is O1CCCC1. The product is [S:32]([O:28][C@@H:14]1[CH2:13][CH2:12][C@@H:11]2[C@@H:16]([C:17]3[C:22]([C:9]([C:8]4[C:3]([O:2][CH3:1])=[N:4][C:5]([O:29][CH3:30])=[CH:6][CH:7]=4)=[N:10]2)=[CH:21][C:20]([O:23][CH3:24])=[C:19]([O:25][CH2:26][CH3:27])[CH:18]=3)[CH2:15]1)(=[O:34])(=[O:33])[CH3:31]. The yield is 0.950. (2) The reactants are NN.CC([N:7]([CH2:11][CH2:12][CH:13]([N:20]1C(=O)C2C(=CC=CC=2)C1=O)[C:14]1[CH:19]=[CH:18][CH:17]=[CH:16][CH:15]=1)[C:8](=[O:10])[O-:9])(C)C. The catalyst is C1COCC1.CO. The product is [NH2:20][CH:13]([C:14]1[CH:15]=[CH:16][CH:17]=[CH:18][CH:19]=1)[CH2:12][CH2:11][NH:7][C:8](=[O:10])[O:9][C:14]([CH3:19])([CH3:15])[CH3:13]. The yield is 0.760. (3) The reactants are [CH3:1][C:2]([C@H:4]1[C@@H:8]2[C@@H:9]3[C@@:22]([CH3:25])([CH2:23][CH2:24][C@@:7]2([CH2:31][OH:32])[CH2:6][CH2:5]1)[C@@:21]1([CH3:26])[C@@H:12]([C@:13]2([CH3:30])[C@@H:18]([CH2:19][CH2:20]1)[C:17]([CH3:28])([CH3:27])[C@@H:16]([OH:29])[CH2:15][CH2:14]2)[CH2:11][CH2:10]3)=[CH2:3].CC(C)=O.OS(O)(=O)=O.O=[Cr](=O)=O.CO.O. The catalyst is CC(C)=O. The product is [CH3:3][C:2]([C@H:4]1[C@@H:8]2[C@@H:9]3[C@@:22]([CH3:25])([CH2:23][CH2:24][C@@:7]2([CH:31]=[O:32])[CH2:6][CH2:5]1)[C@@:21]1([CH3:26])[C@@H:12]([C@:13]2([CH3:30])[C@@H:18]([CH2:19][CH2:20]1)[C:17]([CH3:28])([CH3:27])[C:16](=[O:29])[CH2:15][CH2:14]2)[CH2:11][CH2:10]3)=[CH2:1]. The yield is 0.0600.